Dataset: NCI-60 drug combinations with 297,098 pairs across 59 cell lines. Task: Regression. Given two drug SMILES strings and cell line genomic features, predict the synergy score measuring deviation from expected non-interaction effect. (1) Drug 1: CN(C)N=NC1=C(NC=N1)C(=O)N. Drug 2: C1CN(P(=O)(OC1)NCCCl)CCCl. Cell line: EKVX. Synergy scores: CSS=-1.83, Synergy_ZIP=1.40, Synergy_Bliss=0.482, Synergy_Loewe=-1.39, Synergy_HSA=-1.26. (2) Drug 1: C1=CC(=CC=C1C#N)C(C2=CC=C(C=C2)C#N)N3C=NC=N3. Drug 2: C1=NC2=C(N1)C(=S)N=CN2. Cell line: ACHN. Synergy scores: CSS=17.2, Synergy_ZIP=-8.74, Synergy_Bliss=-0.0308, Synergy_Loewe=-8.57, Synergy_HSA=0.439.